This data is from Forward reaction prediction with 1.9M reactions from USPTO patents (1976-2016). The task is: Predict the product of the given reaction. (1) Given the reactants [CH2:1]([O:3][C:4](=[O:25])[C:5]1[CH:10]=[CH:9][CH:8]=[C:7]([S:11]([C:14]2[C:18]([CH2:19][CH2:20][C:21](O)=[O:22])=[CH:17][NH:16][C:15]=2[CH3:24])(=[O:13])=[O:12])[CH:6]=1)[CH3:2].[CH3:26][NH:27][CH3:28], predict the reaction product. The product is: [CH2:1]([O:3][C:4](=[O:25])[C:5]1[CH:10]=[CH:9][CH:8]=[C:7]([S:11]([C:14]2[C:18]([CH2:19][CH2:20][C:21](=[O:22])[N:27]([CH3:28])[CH3:26])=[CH:17][NH:16][C:15]=2[CH3:24])(=[O:13])=[O:12])[CH:6]=1)[CH3:2]. (2) Given the reactants Br[C:2]1[CH:3]=[C:4]([N:8]2[CH2:13][CH2:12][N:11]([CH3:14])[CH2:10][CH2:9]2)[CH:5]=[N:6][CH:7]=1.[S:15]1[CH:19]=[CH:18][CH:17]=[C:16]1[Sn](CCCC)(CCCC)CCCC, predict the reaction product. The product is: [CH3:14][N:11]1[CH2:12][CH2:13][N:8]([C:4]2[CH:5]=[N:6][CH:7]=[C:2]([C:16]3[S:15][CH:19]=[CH:18][CH:17]=3)[CH:3]=2)[CH2:9][CH2:10]1. (3) Given the reactants [CH3:1][N:2]1[CH:6]=[C:5]([C:7]2[N:24]([CH2:25][O:26][CH2:27][CH2:28][Si:29]([CH3:32])([CH3:31])[CH3:30])[C:10]3=[N:11][CH:12]=[C:13]([NH:15][NH:16]C(OC(C)(C)C)=O)[N:14]=[C:9]3[CH:8]=2)[CH:4]=[N:3]1.Cl.O1CCOCC1, predict the reaction product. The product is: [NH:15]([C:13]1[N:14]=[C:9]2[CH:8]=[C:7]([C:5]3[CH:4]=[N:3][N:2]([CH3:1])[CH:6]=3)[N:24]([CH2:25][O:26][CH2:27][CH2:28][Si:29]([CH3:32])([CH3:31])[CH3:30])[C:10]2=[N:11][CH:12]=1)[NH2:16]. (4) Given the reactants C(C1N=C(N2CCC(F)(F)C2)C2C(=NN(CC)N=2)N=1)(C)(C)C.[C:23]([NH:27][C:28]1[N:29]=[C:30]([N:37]2[CH2:41][CH2:40][C@H:39]([NH:42][C:43](=[O:45])[CH3:44])[CH2:38]2)[C:31]2[N:36]=[N:35][NH:34][C:32]=2[N:33]=1)([CH3:26])([CH3:25])[CH3:24].Br[CH2:47][C:48]1[CH:53]=[CH:52][CH:51]=[CH:50][C:49]=1[Cl:54], predict the reaction product. The product is: [C:23]([NH:27][C:28]1[N:29]=[C:30]([N:37]2[CH2:41][CH2:40][C@H:39]([NH:42][C:43](=[O:45])[CH3:44])[CH2:38]2)[C:31]2[C:32](=[N:34][N:35]([CH2:47][C:48]3[CH:53]=[CH:52][CH:51]=[CH:50][C:49]=3[Cl:54])[N:36]=2)[N:33]=1)([CH3:26])([CH3:24])[CH3:25]. (5) Given the reactants C[C:2]1[C:10]2[N:9]=[C:8]([C:11]([F:14])([F:13])[F:12])[N:7]([C:15]3[CH:20]=[N:19][C:18]([NH:21][C:22](=[O:31])[C:23]4[C:28]([F:29])=[CH:27][CH:26]=[CH:25][C:24]=4[F:30])=[CH:17][N:16]=3)[C:6]=2[CH:5]=[CH:4][C:3]=1[C:32](O)=[O:33].C(Cl)(=O)C(Cl)=O.CCN(CC)CC.[CH2:48]([O:50][CH:51]([O:54][CH2:55][CH3:56])[CH2:52][NH2:53])[CH3:49], predict the reaction product. The product is: [CH2:48]([O:50][CH:51]([O:54][CH2:55][CH3:56])[CH2:52][NH:53][C:32]([C:3]1[CH:4]=[CH:5][C:6]2[N:7]([C:15]3[CH:20]=[N:19][C:18]([NH:21][C:22](=[O:31])[C:23]4[C:28]([F:29])=[CH:27][CH:26]=[CH:25][C:24]=4[F:30])=[CH:17][N:16]=3)[C:8]([C:11]([F:14])([F:13])[F:12])=[N:9][C:10]=2[CH:2]=1)=[O:33])[CH3:49]. (6) Given the reactants [OH:1][C:2]1[C:7](=[O:8])[NH:6][C:5]([C:9]2[CH:16]=[CH:15][C:12]([C:13]#[N:14])=[CH:11][CH:10]=2)=[N:4][CH:3]=1.[N-:17]=[N+:18]=[N-:19].[Na+], predict the reaction product. The product is: [NH:17]1[C:13]([C:12]2[CH:11]=[CH:10][C:9]([C:5]3[NH:6][C:7](=[O:8])[C:2]([OH:1])=[CH:3][N:4]=3)=[CH:16][CH:15]=2)=[N:14][N:19]=[N:18]1.